The task is: Predict the product of the given reaction.. This data is from Forward reaction prediction with 1.9M reactions from USPTO patents (1976-2016). (1) Given the reactants [C@@H:1]12[C:10](=[O:11])[O:9][C:7](=[O:8])[C@@H:2]1[CH2:3][CH2:4][CH2:5][CH2:6]2.[C@@H:12]1([NH2:22])[C:21]2[C:16](=[CH:17][CH:18]=[CH:19][CH:20]=2)[CH2:15][CH2:14][CH2:13]1.CCN(C(C)C)C(C)C, predict the reaction product. The product is: [C@H:12]1([NH:22][C:7]([C@@H:2]2[CH2:3][CH2:4][CH2:5][CH2:6][C@@H:1]2[C:10]([OH:9])=[O:11])=[O:8])[C:21]2[C:16](=[CH:17][CH:18]=[CH:19][CH:20]=2)[CH2:15][CH2:14][CH2:13]1. (2) Given the reactants [NH:1]1[C:5]2=[N:6][CH:7]=[CH:8][CH:9]=[C:4]2[CH:3]=[N:2]1.[Cl:10]N1C(=O)CCC1=O, predict the reaction product. The product is: [Cl:10][C:3]1[C:4]2[C:5](=[N:6][CH:7]=[CH:8][CH:9]=2)[NH:1][N:2]=1. (3) The product is: [CH2:28]([C:25]1[N:24]=[CH:23][C:22]([NH:21][C:18]([C@@H:17]2[CH2:16][C:15]3[C:10](=[CH:11][CH:12]=[CH:13][CH:14]=3)[CH2:9][N:8]2[C:6]([O:5][C:1]([CH3:4])([CH3:2])[CH3:3])=[O:7])=[O:19])=[CH:27][CH:26]=1)[CH2:29][CH2:30][CH2:31][CH3:32]. Given the reactants [C:1]([O:5][C:6]([N:8]1[C@H:17]([C:18](O)=[O:19])[CH2:16][C:15]2[C:10](=[CH:11][CH:12]=[CH:13][CH:14]=2)[CH2:9]1)=[O:7])([CH3:4])([CH3:3])[CH3:2].[NH2:21][C:22]1[CH:23]=[N:24][C:25]([CH2:28][CH2:29][CH2:30][CH2:31][CH3:32])=[CH:26][CH:27]=1.Cl.CN(C)CCCN=C=NCC, predict the reaction product. (4) Given the reactants Br[C:2]1[N:3]=[C:4]2[C:10]([C:11](=[O:16])[C:12]([CH3:15])([CH3:14])[CH3:13])=[CH:9][N:8]([CH2:17][O:18][CH2:19][CH2:20][Si:21]([CH3:24])([CH3:23])[CH3:22])[C:5]2=[N:6][CH:7]=1.[NH2:25][C:26]1[CH:27]=[CH:28][C:29]([CH2:32][OH:33])=[N:30][CH:31]=1.CC([O-])(C)C.[Na+].C1C=CC(P(C2C(C3C(P(C4C=CC=CC=4)C4C=CC=CC=4)=CC=C4C=3C=CC=C4)=C3C(C=CC=C3)=CC=2)C2C=CC=CC=2)=CC=1, predict the reaction product. The product is: [OH:33][CH2:32][C:29]1[N:30]=[CH:31][C:26]([NH:25][C:2]2[N:3]=[C:4]3[C:10]([C:11](=[O:16])[C:12]([CH3:15])([CH3:14])[CH3:13])=[CH:9][N:8]([CH2:17][O:18][CH2:19][CH2:20][Si:21]([CH3:24])([CH3:23])[CH3:22])[C:5]3=[N:6][CH:7]=2)=[CH:27][CH:28]=1. (5) Given the reactants [CH2:1]([NH:8][C:9]([N:11]([CH3:13])[NH2:12])=[O:10])[C:2]1[CH:7]=[CH:6][CH:5]=[CH:4][CH:3]=1.[CH3:14]N(C=O)C.[C:19]([O-:22])([O-])=[O:20].[K+].[K+].[C:25](OC(=O)CBr)([CH3:28])([CH3:27])[CH3:26], predict the reaction product. The product is: [C:25]([CH:13]([N:11]([C:9](=[O:10])[NH:8][CH2:1][C:2]1[CH:7]=[CH:6][CH:5]=[CH:4][CH:3]=1)[NH:12][CH3:14])[C:19]([OH:22])=[O:20])([CH3:28])([CH3:27])[CH3:26]. (6) The product is: [Cl:29][C:30]1[CH:35]=[CH:34][C:33]([C:36]#[C:37][CH2:38][CH2:39][CH2:40][C:12]2([S:9]([C:6]3[CH:7]=[CH:8][C:3]([O:2][CH3:1])=[CH:4][CH:5]=3)(=[O:10])=[O:11])[S:16][C:15](=[O:17])[NH:14][C:13]2=[O:18])=[CH:32][CH:31]=1. Given the reactants [CH3:1][O:2][C:3]1[CH:8]=[CH:7][C:6]([S:9]([CH:12]2[S:16][C:15](=[O:17])[NH:14][C:13]2=[O:18])(=[O:11])=[O:10])=[CH:5][CH:4]=1.C[Si](C)(C)[N-][Si](C)(C)C.[Na+].[Cl:29][C:30]1[CH:35]=[CH:34][C:33]([C:36]#[C:37][CH2:38][CH2:39][CH2:40]I)=[CH:32][CH:31]=1, predict the reaction product. (7) Given the reactants [F:1][C:2]1[CH:3]=[CH:4][C:5]([O:29]O)=[C:6]([C:8]([CH3:28])([CH3:27])[CH2:9][C:10]([C:23]([F:26])([F:25])[F:24])([OH:22])[CH2:11][NH:12][C:13]2[CH:21]=[CH:20][CH:19]=[C:18]3[C:14]=2[CH:15]=[N:16][NH:17]3)[CH:7]=1.[CH3:31][C:32]1[CH:37]=[CH:36][C:35](B(O)O)=[CH:34][CH:33]=1, predict the reaction product. The product is: [F:1][C:2]1[CH:3]=[CH:4][C:5]([OH:29])=[C:6]([C:8]([CH3:28])([CH3:27])[CH2:9][C:10]([C:23]([F:26])([F:25])[F:24])([OH:22])[CH2:11][NH:12][C:13]2[CH:21]=[CH:20][CH:19]=[C:18]3[C:14]=2[CH:15]=[N:16][N:17]3[C:35]2[CH:36]=[CH:37][C:32]([CH3:31])=[CH:33][CH:34]=2)[CH:7]=1.